This data is from Peptide-MHC class I binding affinity with 185,985 pairs from IEDB/IMGT. The task is: Regression. Given a peptide amino acid sequence and an MHC pseudo amino acid sequence, predict their binding affinity value. This is MHC class I binding data. (1) The peptide sequence is SSQRDTILK. The MHC is HLA-A68:01 with pseudo-sequence YYAMYRNNVAQTDVDTLYIMYRDYTWAVWAYTWY. The binding affinity (normalized) is 0.449. (2) The peptide sequence is FVAEGDALV. The MHC is HLA-A02:06 with pseudo-sequence HLA-A02:06. The binding affinity (normalized) is 1.00. (3) The peptide sequence is RSLFNTIATLY. The MHC is HLA-B57:01 with pseudo-sequence HLA-B57:01. The binding affinity (normalized) is 0.539. (4) The peptide sequence is LKEKSSLRY. The MHC is HLA-A02:03 with pseudo-sequence HLA-A02:03. The binding affinity (normalized) is 0.0847. (5) The peptide sequence is IIPKIKAYL. The MHC is Mamu-A01 with pseudo-sequence Mamu-A01. The binding affinity (normalized) is 1.00.